Dataset: NCI-60 drug combinations with 297,098 pairs across 59 cell lines. Task: Regression. Given two drug SMILES strings and cell line genomic features, predict the synergy score measuring deviation from expected non-interaction effect. (1) Cell line: NCI-H226. Drug 1: CC1=C(C(CCC1)(C)C)C=CC(=CC=CC(=CC(=O)O)C)C. Drug 2: C1C(C(OC1N2C=NC(=NC2=O)N)CO)O. Synergy scores: CSS=1.00, Synergy_ZIP=-1.59, Synergy_Bliss=-1.01, Synergy_Loewe=-1.89, Synergy_HSA=-1.80. (2) Drug 2: C1C(C(OC1N2C=NC(=NC2=O)N)CO)O. Drug 1: CC1OCC2C(O1)C(C(C(O2)OC3C4COC(=O)C4C(C5=CC6=C(C=C35)OCO6)C7=CC(=C(C(=C7)OC)O)OC)O)O. Synergy scores: CSS=29.6, Synergy_ZIP=-2.56, Synergy_Bliss=-1.66, Synergy_Loewe=0.901, Synergy_HSA=3.56. Cell line: SNB-19. (3) Drug 1: CC1=C(C=C(C=C1)C(=O)NC2=CC(=CC(=C2)C(F)(F)F)N3C=C(N=C3)C)NC4=NC=CC(=N4)C5=CN=CC=C5. Drug 2: C#CCC(CC1=CN=C2C(=N1)C(=NC(=N2)N)N)C3=CC=C(C=C3)C(=O)NC(CCC(=O)O)C(=O)O. Cell line: SW-620. Synergy scores: CSS=58.0, Synergy_ZIP=0.874, Synergy_Bliss=0.498, Synergy_Loewe=-8.85, Synergy_HSA=1.74. (4) Drug 1: C1=C(C(=O)NC(=O)N1)N(CCCl)CCCl. Drug 2: C1=NC2=C(N1)C(=S)N=CN2. Cell line: LOX IMVI. Synergy scores: CSS=47.2, Synergy_ZIP=-8.17, Synergy_Bliss=-8.02, Synergy_Loewe=-11.4, Synergy_HSA=-5.72. (5) Drug 1: C1=CC(=CC=C1CC(C(=O)O)N)N(CCCl)CCCl.Cl. Drug 2: CCC1(CC2CC(C3=C(CCN(C2)C1)C4=CC=CC=C4N3)(C5=C(C=C6C(=C5)C78CCN9C7C(C=CC9)(C(C(C8N6C=O)(C(=O)OC)O)OC(=O)C)CC)OC)C(=O)OC)O.OS(=O)(=O)O. Cell line: PC-3. Synergy scores: CSS=13.5, Synergy_ZIP=-1.58, Synergy_Bliss=1.76, Synergy_Loewe=-11.2, Synergy_HSA=-1.07.